From a dataset of Catalyst prediction with 721,799 reactions and 888 catalyst types from USPTO. Predict which catalyst facilitates the given reaction. Product: [NH:19]1[C:20]2[CH:21]=[CH:22][CH:23]=[C:15]([CH2:13][OH:12])[C:16]=2[CH:17]=[CH:18]1. The catalyst class is: 27. Reactant: [H-].C([Al+]CC(C)C)C(C)C.C[O:12][C:13]([C:15]1[C:16]2[CH:17]=[CH:18][NH:19][C:20]=2[CH:21]=[CH:22][CH:23]=1)=O.C(OCC)(=O)C.C(C(C(C([O-])=O)O)O)([O-])=O.[Na+].[K+].